The task is: Regression. Given two drug SMILES strings and cell line genomic features, predict the synergy score measuring deviation from expected non-interaction effect.. This data is from NCI-60 drug combinations with 297,098 pairs across 59 cell lines. (1) Drug 1: C1CCC(C1)C(CC#N)N2C=C(C=N2)C3=C4C=CNC4=NC=N3. Drug 2: CC1=C2C(C(=O)C3(C(CC4C(C3C(C(C2(C)C)(CC1OC(=O)C(C(C5=CC=CC=C5)NC(=O)C6=CC=CC=C6)O)O)OC(=O)C7=CC=CC=C7)(CO4)OC(=O)C)O)C)OC(=O)C. Cell line: NCI-H460. Synergy scores: CSS=63.6, Synergy_ZIP=10.2, Synergy_Bliss=11.0, Synergy_Loewe=-56.9, Synergy_HSA=11.0. (2) Drug 1: C1=CC=C(C(=C1)C(C2=CC=C(C=C2)Cl)C(Cl)Cl)Cl. Drug 2: CC1C(C(CC(O1)OC2CC(CC3=C2C(=C4C(=C3O)C(=O)C5=CC=CC=C5C4=O)O)(C(=O)C)O)N)O. Cell line: PC-3. Synergy scores: CSS=64.7, Synergy_ZIP=-6.75, Synergy_Bliss=-3.49, Synergy_Loewe=0.294, Synergy_HSA=2.04. (3) Drug 1: CCC(=C(C1=CC=CC=C1)C2=CC=C(C=C2)OCCN(C)C)C3=CC=CC=C3.C(C(=O)O)C(CC(=O)O)(C(=O)O)O. Drug 2: C1CNP(=O)(OC1)N(CCCl)CCCl. Cell line: OVCAR-8. Synergy scores: CSS=-1.11, Synergy_ZIP=1.51, Synergy_Bliss=0.793, Synergy_Loewe=-1.48, Synergy_HSA=-2.26.